This data is from NCI-60 drug combinations with 297,098 pairs across 59 cell lines. The task is: Regression. Given two drug SMILES strings and cell line genomic features, predict the synergy score measuring deviation from expected non-interaction effect. (1) Drug 1: C1C(C(OC1N2C=NC3=C(N=C(N=C32)Cl)N)CO)O. Drug 2: C1=NNC2=C1C(=O)NC=N2. Cell line: A549. Synergy scores: CSS=9.75, Synergy_ZIP=0.0584, Synergy_Bliss=-2.35, Synergy_Loewe=-29.7, Synergy_HSA=-3.69. (2) Drug 1: C1=CC(=CC=C1CC(C(=O)O)N)N(CCCl)CCCl.Cl. Drug 2: C1C(C(OC1N2C=C(C(=O)NC2=O)F)CO)O. Cell line: OVCAR3. Synergy scores: CSS=25.1, Synergy_ZIP=-5.25, Synergy_Bliss=-5.13, Synergy_Loewe=-24.8, Synergy_HSA=-5.14. (3) Drug 1: CC1C(C(CC(O1)OC2CC(CC3=C2C(=C4C(=C3O)C(=O)C5=C(C4=O)C(=CC=C5)OC)O)(C(=O)CO)O)N)O.Cl. Drug 2: C1CC(=O)NC(=O)C1N2CC3=C(C2=O)C=CC=C3N. Cell line: HOP-62. Synergy scores: CSS=-6.52, Synergy_ZIP=0.541, Synergy_Bliss=-2.28, Synergy_Loewe=-5.88, Synergy_HSA=-4.94. (4) Drug 1: CC1=C(C(=CC=C1)Cl)NC(=O)C2=CN=C(S2)NC3=CC(=NC(=N3)C)N4CCN(CC4)CCO. Drug 2: C1=CN(C=N1)CC(O)(P(=O)(O)O)P(=O)(O)O. Cell line: OVCAR3. Synergy scores: CSS=28.3, Synergy_ZIP=-1.27, Synergy_Bliss=-1.16, Synergy_Loewe=-18.5, Synergy_HSA=1.03. (5) Drug 1: CN1C2=C(C=C(C=C2)N(CCCl)CCCl)N=C1CCCC(=O)O.Cl. Drug 2: CC12CCC3C(C1CCC2O)C(CC4=C3C=CC(=C4)O)CCCCCCCCCS(=O)CCCC(C(F)(F)F)(F)F. Cell line: NCI/ADR-RES. Synergy scores: CSS=-0.921, Synergy_ZIP=-0.701, Synergy_Bliss=-2.23, Synergy_Loewe=-4.42, Synergy_HSA=-4.42. (6) Drug 1: C1CN1C2=NC(=NC(=N2)N3CC3)N4CC4. Drug 2: CC12CCC3C(C1CCC2=O)CC(=C)C4=CC(=O)C=CC34C. Cell line: SN12C. Synergy scores: CSS=36.8, Synergy_ZIP=2.14, Synergy_Bliss=1.51, Synergy_Loewe=-0.0247, Synergy_HSA=0.945.